From a dataset of Reaction yield outcomes from USPTO patents with 853,638 reactions. Predict the reaction yield, written as a fraction of the theoretical maximum amount of product (1.0 means a 100% yield; for example, 0.34 means a 34% yield). (1) The reactants are [CH3:1][C:2]([O:5][C:6]([N:8]([CH2:26][CH3:27])[C@@H:9]1[CH2:13][CH2:12][N:11]([C:14]2[C:19]([C:20](OC(C)C)=[O:21])=[CH:18][CH:17]=[CH:16][N:15]=2)[CH2:10]1)=[O:7])([CH3:4])[CH3:3].[H-].[H-].[H-].[H-].[Li+].[Al+3]. The catalyst is C1COCC1. The product is [CH2:26]([N:8]([C@@H:9]1[CH2:13][CH2:12][N:11]([C:14]2[C:19]([CH2:20][OH:21])=[CH:18][CH:17]=[CH:16][N:15]=2)[CH2:10]1)[C:6](=[O:7])[O:5][C:2]([CH3:4])([CH3:1])[CH3:3])[CH3:27]. The yield is 1.00. (2) The reactants are [NH2:1][C:2]1[S:3][C:4]([CH2:7][CH3:8])=[N:5][N:6]=1.[CH2:9]([C:21]1[CH:26]=[CH:25][C:24]([S:27](Cl)(=[O:29])=[O:28])=[CH:23][CH:22]=1)[CH2:10][CH2:11][CH2:12][CH2:13][CH2:14][CH2:15][CH2:16][CH2:17][CH2:18][CH2:19][CH3:20].Cl. The catalyst is N1C=CC=CC=1. The product is [CH2:9]([C:21]1[CH:22]=[CH:23][C:24]([S:27]([NH:1][C:2]2[S:3][C:4]([CH2:7][CH3:8])=[N:5][N:6]=2)(=[O:29])=[O:28])=[CH:25][CH:26]=1)[CH2:10][CH2:11][CH2:12][CH2:13][CH2:14][CH2:15][CH2:16][CH2:17][CH2:18][CH2:19][CH3:20]. The yield is 0.590. (3) The reactants are [N+:1]([C:4]1[CH:13]=[C:12]2[C:7]([C:8]([OH:14])=[N:9][CH:10]=[N:11]2)=[CH:6][CH:5]=1)([O-])=O. The catalyst is CN(C=O)C.[Pd]. The product is [NH2:1][C:4]1[CH:13]=[C:12]2[C:7]([C:8]([OH:14])=[N:9][CH:10]=[N:11]2)=[CH:6][CH:5]=1. The yield is 0.740. (4) The reactants are [F:1][C:2]1[CH:11]=[CH:10][CH:9]=[C:8]2[C:3]=1[C:4](=[O:29])[N:5]([C:23]1[CH:28]=[CH:27][CH:26]=[CH:25][CH:24]=1)[C:6]([C@@H:12]([NH:15]C(=O)OC(C)(C)C)[CH2:13][CH3:14])=[N:7]2.Cl. The catalyst is CCOC(C)=O.O. The product is [NH2:15][C@H:12]([C:6]1[N:5]([C:23]2[CH:24]=[CH:25][CH:26]=[CH:27][CH:28]=2)[C:4](=[O:29])[C:3]2[C:8](=[CH:9][CH:10]=[CH:11][C:2]=2[F:1])[N:7]=1)[CH2:13][CH3:14]. The yield is 1.00. (5) The reactants are [S:1]1[CH:5]=[CH:4][N:3]=[CH:2]1.[Li]CCCC.[CH3:11][C:12]1[N:13]([C:27]2[CH:32]=[CH:31][C:30](Br)=[CH:29][CH:28]=2)[C:14]([C:17]2[CH:22]=[CH:21][C:20]([S:23]([CH3:26])(=[O:25])=[O:24])=[CH:19][CH:18]=2)=[CH:15][CH:16]=1. The catalyst is CCOCC.C1COCC1.[Cl-].[Zn+2].[Cl-].C1C=CC([P]([Pd]([P](C2C=CC=CC=2)(C2C=CC=CC=2)C2C=CC=CC=2)([P](C2C=CC=CC=2)(C2C=CC=CC=2)C2C=CC=CC=2)[P](C2C=CC=CC=2)(C2C=CC=CC=2)C2C=CC=CC=2)(C2C=CC=CC=2)C2C=CC=CC=2)=CC=1. The product is [CH3:11][C:12]1[N:13]([C:27]2[CH:32]=[CH:31][C:30]([C:2]3[S:1][CH:5]=[CH:4][N:3]=3)=[CH:29][CH:28]=2)[C:14]([C:17]2[CH:18]=[CH:19][C:20]([S:23]([CH3:26])(=[O:25])=[O:24])=[CH:21][CH:22]=2)=[CH:15][CH:16]=1. The yield is 0.132. (6) The reactants are [C:1]([O:5][C:6](=[O:13])[NH:7][C@H:8]1[CH2:11][C@@H:10]([NH2:12])[CH2:9]1)([CH3:4])([CH3:3])[CH3:2].[Cl:14][C:15]1[C:16]([C:21]([CH3:26])([CH3:25])[C:22](O)=[O:23])=[N:17][CH:18]=[CH:19][N:20]=1.CN(C(ON1N=NC2C=CC=NC1=2)=[N+](C)C)C.F[P-](F)(F)(F)(F)F.C(N(CC)CC)C. The catalyst is C(Cl)Cl. The product is [C:1]([O:5][C:6](=[O:13])[NH:7][C@H:8]1[CH2:11][C@@H:10]([NH:12][C:22](=[O:23])[C:21]([C:16]2[C:15]([Cl:14])=[N:20][CH:19]=[CH:18][N:17]=2)([CH3:26])[CH3:25])[CH2:9]1)([CH3:4])([CH3:2])[CH3:3]. The yield is 0.850. (7) The reactants are [O:1]=[C:2]1[C:10]2[C:5](=[CH:6][CH:7]=[CH:8][CH:9]=2)[C:4](=[O:11])[N:3]1[CH2:12][CH2:13][CH:14]1[C:22]2[C:17](=[CH:18][CH:19]=[CH:20][CH:21]=2)[N:16]([C:23]([O:25][C:26]([CH3:29])([CH3:28])[CH3:27])=[O:24])[C:15]1=[O:30].[C:31](=O)([O-])[O-].[K+].[K+].IC.O. The catalyst is CN(C=O)C. The product is [O:11]=[C:4]1[C:5]2[C:10](=[CH:9][CH:8]=[CH:7][CH:6]=2)[C:2](=[O:1])[N:3]1[CH2:12][CH2:13][C:14]1([CH3:31])[C:22]2[C:17](=[CH:18][CH:19]=[CH:20][CH:21]=2)[N:16]([C:23]([O:25][C:26]([CH3:27])([CH3:29])[CH3:28])=[O:24])[C:15]1=[O:30]. The yield is 0.670.